Dataset: Full USPTO retrosynthesis dataset with 1.9M reactions from patents (1976-2016). Task: Predict the reactants needed to synthesize the given product. Given the product [Br:1][C:2]1[CH:8]=[C:7]2[C:5](=[CH:4][C:3]=1[F:9])[N:6]=[CH:14][CH:12]=[CH:11]2, predict the reactants needed to synthesize it. The reactants are: [Br:1][C:2]1[CH:8]=[CH:7][C:5]([NH2:6])=[CH:4][C:3]=1[F:9].O[CH2:11][CH:12]([CH2:14]O)O.[N+](C1C=CC=CC=1)([O-])=O.S(=O)(=O)(O)O.